From a dataset of Peptide-MHC class I binding affinity with 185,985 pairs from IEDB/IMGT. Regression. Given a peptide amino acid sequence and an MHC pseudo amino acid sequence, predict their binding affinity value. This is MHC class I binding data. (1) The peptide sequence is GTDNSVVLSRK. The MHC is HLA-A68:01 with pseudo-sequence HLA-A68:01. The binding affinity (normalized) is 0.0641. (2) The peptide sequence is YWIKVSARV. The MHC is Patr-B0101 with pseudo-sequence Patr-B0101. The binding affinity (normalized) is 0. (3) The peptide sequence is HTAAPWGSY. The MHC is HLA-B57:01 with pseudo-sequence HLA-B57:01. The binding affinity (normalized) is 0.527. (4) The peptide sequence is VMNPLGLNV. The MHC is HLA-A02:19 with pseudo-sequence HLA-A02:19. The binding affinity (normalized) is 0.770. (5) The peptide sequence is YSLLNRKAI. The MHC is HLA-A29:02 with pseudo-sequence HLA-A29:02. The binding affinity (normalized) is 0.0847. (6) The peptide sequence is MLLAYLVRI. The MHC is HLA-A02:06 with pseudo-sequence HLA-A02:06. The binding affinity (normalized) is 0.851. (7) The peptide sequence is IVNRNRQGY. The MHC is HLA-A29:02 with pseudo-sequence HLA-A29:02. The binding affinity (normalized) is 0.346. (8) The peptide sequence is FTARIIIFS. The MHC is HLA-A30:01 with pseudo-sequence HLA-A30:01. The binding affinity (normalized) is 0.213. (9) The peptide sequence is KVIQPRVEK. The MHC is HLA-A02:03 with pseudo-sequence HLA-A02:03. The binding affinity (normalized) is 0.